From a dataset of Forward reaction prediction with 1.9M reactions from USPTO patents (1976-2016). Predict the product of the given reaction. Given the reactants [Cl:1][C:2]1[CH:3]=[C:4](/[CH:9]=[CH:10]/[C:11]2[N:16]=[C:15](O)[CH:14]=[C:13]([CH3:18])[N:12]=2)[CH:5]=[CH:6][C:7]=1[Cl:8].O=P(Cl)(Cl)[Cl:21], predict the reaction product. The product is: [Cl:21][C:15]1[CH:14]=[C:13]([CH3:18])[N:12]=[C:11](/[CH:10]=[CH:9]/[C:4]2[CH:5]=[CH:6][C:7]([Cl:8])=[C:2]([Cl:1])[CH:3]=2)[N:16]=1.